Dataset: Catalyst prediction with 721,799 reactions and 888 catalyst types from USPTO. Task: Predict which catalyst facilitates the given reaction. (1) Reactant: [C:1]([O:5][C:6](=[O:24])[NH:7][C:8]1[CH:13]=[CH:12][C:11]([NH:14][C:15](=[O:23])[C:16]2[CH:21]=[CH:20][CH:19]=[C:18](N)[CH:17]=2)=[CH:10][CH:9]=1)([CH3:4])([CH3:3])[CH3:2].[C:25]([BH3-])#[N:26].[Na+].C=O.O1CCC[CH:32]1CO.C(=O)(O)[O-].[Na+]. Product: [C:1]([O:5][C:6](=[O:24])[NH:7][C:8]1[CH:13]=[CH:12][C:11]([NH:14][C:15](=[O:23])[C:16]2[CH:21]=[CH:20][CH:19]=[C:18]([N:26]([CH3:25])[CH3:32])[CH:17]=2)=[CH:10][CH:9]=1)([CH3:4])([CH3:3])[CH3:2]. The catalyst class is: 15. (2) Reactant: C(OC([N:8]([S:13]([O:16][N:17]1[C:21](=[O:22])[CH2:20][CH2:19][C:18]1=[O:23])(=[O:15])=[O:14])[CH2:9][CH2:10][O:11][CH3:12])=O)(C)(C)C.FC(F)(F)C(O)=O. Product: [CH3:12][O:11][CH2:10][CH2:9][NH:8][S:13]([O:16][N:17]1[C:18](=[O:23])[CH2:19][CH2:20][C:21]1=[O:22])(=[O:15])=[O:14]. The catalyst class is: 4. (3) Reactant: Cl[C:2]1[C:3]([CH:12]=O)=[N:4][CH:5]=[C:6]([C:8]([F:11])([F:10])[F:9])[CH:7]=1.C(=O)([O-])[O-].[K+].[K+].[SH:20][CH2:21][C:22]([O:24][CH2:25][CH3:26])=[O:23].C(OCC)C. Product: [F:11][C:8]([F:9])([F:10])[C:6]1[CH:7]=[C:2]2[S:20][C:21]([C:22]([O:24][CH2:25][CH3:26])=[O:23])=[CH:12][C:3]2=[N:4][CH:5]=1. The catalyst class is: 204. (4) Reactant: COC(=O)[CH:4]([C:16]#[N:17])[C:5]1([CH3:15])[C:14]2[C:9](=[CH:10][CH:11]=[CH:12][CH:13]=2)[O:8][CH2:7][CH2:6]1.[Cl-].[Na+]. The catalyst class is: 58. Product: [CH3:15][C:5]1([CH2:4][C:16]#[N:17])[C:14]2[C:9](=[CH:10][CH:11]=[CH:12][CH:13]=2)[O:8][CH2:7][CH2:6]1. (5) Reactant: [Cl:1][C:2]1[N:10]=[C:9]2[C:5]([N:6]([CH2:18][C:19]3[CH:24]=[CH:23][C:22]([Cl:25])=[CH:21][CH:20]=3)[C:7]([C:11]3[CH:16]=[C:15]([CH3:17])[CH:14]=[CH:13][CH:12]=3)=[N:8]2)=[C:4](Cl)[N:3]=1.[CH:27]1([CH:31]([NH2:35])[CH2:32][CH:33]=[CH2:34])[CH2:30][CH2:29][CH2:28]1.C(N(C(C)C)CC)(C)C. Product: [Cl:1][C:2]1[N:10]=[C:9]2[C:5]([N:6]([CH2:18][C:19]3[CH:24]=[CH:23][C:22]([Cl:25])=[CH:21][CH:20]=3)[C:7]([C:11]3[CH:12]=[CH:13][CH:14]=[C:15]([CH3:17])[CH:16]=3)=[N:8]2)=[C:4]([NH:35][C@@H:31]([CH:27]2[CH2:30][CH2:29][CH2:28]2)[CH2:32][CH:33]=[CH2:34])[N:3]=1. The catalyst class is: 32. (6) Reactant: [NH2:1][CH2:2][CH2:3][CH2:4][N:5]([C@H:18]1[CH2:21][C@@H:20]([C:22]2[O:26][N:25]=[C:24]([N:27]3[C:35]4[C:30](=[CH:31][CH:32]=[CH:33][C:34]=4[F:36])[C:29]([CH:37]([CH3:39])[CH3:38])=[N:28]3)[N:23]=2)[CH2:19]1)[S:6]([C:9]1[CH:14]=[CH:13][CH:12]=[CH:11][C:10]=1[N+:15]([O-:17])=[O:16])(=[O:8])=[O:7].C(N(CC)CC)C.[C:47](Cl)(=[O:49])[CH3:48]. Product: [F:36][C:34]1[CH:33]=[CH:32][CH:31]=[C:30]2[C:35]=1[N:27]([C:24]1[N:23]=[C:22]([C@@H:20]3[CH2:21][C@H:18]([N:5]([S:6]([C:9]4[CH:14]=[CH:13][CH:12]=[CH:11][C:10]=4[N+:15]([O-:17])=[O:16])(=[O:7])=[O:8])[CH2:4][CH2:3][CH2:2][NH:1][C:47](=[O:49])[CH3:48])[CH2:19]3)[O:26][N:25]=1)[N:28]=[C:29]2[CH:37]([CH3:39])[CH3:38]. The catalyst class is: 4. (7) Reactant: C([O:3][C:4]([CH:6]1[CH2:11][CH2:10][N:9]([CH2:12][C:13]2[CH:18]=[CH:17][C:16]([CH3:19])=[CH:15][CH:14]=2)[CH:8]([S:20]([C:23]2[CH:28]=[CH:27][C:26]([O:29][CH2:30][C:31]3[CH:36]=[CH:35][C:34]([Cl:37])=[CH:33][CH:32]=3)=[CH:25][CH:24]=2)(=[O:22])=[O:21])[CH2:7]1)=[O:5])C.CO.[OH-].[Na+]. The catalyst class is: 1. Product: [Cl:37][C:34]1[CH:33]=[CH:32][C:31]([CH2:30][O:29][C:26]2[CH:25]=[CH:24][C:23]([S:20]([CH:8]3[CH2:7][CH:6]([C:4]([OH:5])=[O:3])[CH2:11][CH2:10][N:9]3[CH2:12][C:13]3[CH:14]=[CH:15][C:16]([CH3:19])=[CH:17][CH:18]=3)(=[O:22])=[O:21])=[CH:28][CH:27]=2)=[CH:36][CH:35]=1. (8) Reactant: Cl[C:2]1[CH:7]=[CH:6][N:5]2[N:8]=[CH:9][C:10]([C:11]([NH:13][C:14]3[N:18]([C:19]4[CH:24]=[CH:23][CH:22]=[C:21]([C:25]([F:28])([F:27])[F:26])[CH:20]=4)[N:17]=[CH:16][CH:15]=3)=[O:12])=[C:4]2[N:3]=1.[NH3:29]. Product: [F:26][C:25]([F:28])([F:27])[C:21]1[CH:20]=[C:19]([N:18]2[C:14]([NH:13][C:11]([C:10]3[CH:9]=[N:8][N:5]4[CH:6]=[CH:7][C:2]([NH2:29])=[N:3][C:4]=34)=[O:12])=[CH:15][CH:16]=[N:17]2)[CH:24]=[CH:23][CH:22]=1. The catalyst class is: 8. (9) Reactant: [CH3:1][O:2][C:3]1[CH:16]=[C:15]([O:17][CH3:18])[CH:14]=[CH:13][C:4]=1[CH2:5][N:6]1[CH2:10][CH2:9][CH2:8][S:7]1(=[O:12])=[O:11].[CH2:19]([Li])CCC.IC.[Cl-].[NH4+]. Product: [CH3:1][O:2][C:3]1[CH:16]=[C:15]([O:17][CH3:18])[CH:14]=[CH:13][C:4]=1[CH2:5][N:6]1[CH2:10][CH2:9][CH:8]([CH3:19])[S:7]1(=[O:12])=[O:11]. The catalyst class is: 7.